From a dataset of Catalyst prediction with 721,799 reactions and 888 catalyst types from USPTO. Predict which catalyst facilitates the given reaction. Reactant: [Br:1][C:2]1[CH:3]=[C:4]2[C:8](=[CH:9][CH:10]=1)[C:7](=[O:11])[N:6]([CH2:12][C:13]([OH:16])([CH3:15])[CH3:14])[CH2:5]2.[H-].[Na+].[CH3:19]I.O. Product: [Br:1][C:2]1[CH:3]=[C:4]2[C:8](=[CH:9][CH:10]=1)[C:7](=[O:11])[N:6]([CH2:12][C:13]([OH:16])([CH3:14])[CH3:15])[CH:5]2[CH3:19]. The catalyst class is: 7.